From a dataset of Reaction yield outcomes from USPTO patents with 853,638 reactions. Predict the reaction yield, written as a fraction of the theoretical maximum amount of product (1.0 means a 100% yield; for example, 0.34 means a 34% yield). (1) The reactants are Br[C:2]1[CH:8]=[C:7]([N+:9]([O-:11])=[O:10])[CH:6]=[CH:5][C:3]=1[NH2:4].[CH3:12][C:13]([CH3:20])([C:18]#[CH:19])[C:14]([O:16][CH3:17])=[O:15].C(N(CC)CC)C. The catalyst is C1(C)C=CC=CC=1.O.[Cu]I.C1C=CC([P]([Pd]([P](C2C=CC=CC=2)(C2C=CC=CC=2)C2C=CC=CC=2)([P](C2C=CC=CC=2)(C2C=CC=CC=2)C2C=CC=CC=2)[P](C2C=CC=CC=2)(C2C=CC=CC=2)C2C=CC=CC=2)(C2C=CC=CC=2)C2C=CC=CC=2)=CC=1. The product is [NH2:4][C:3]1[CH:5]=[CH:6][C:7]([N+:9]([O-:11])=[O:10])=[CH:8][C:2]=1[C:19]#[C:18][C:13]([CH3:20])([CH3:12])[C:14]([O:16][CH3:17])=[O:15]. The yield is 0.0900. (2) The reactants are [F:1][C:2]1[CH:7]=[C:6]([F:8])[CH:5]=[CH:4][C:3]=1[C:9]1[CH:18]=[CH:17][C:16]2[C:11](=[CH:12][CH:13]=[C:14]([OH:19])[CH:15]=2)[C:10]=1[C:20]([C:22]1[CH:27]=[CH:26][C:25]([O:28][CH2:29][CH2:30][N:31]2[CH2:36][CH2:35][CH2:34][CH2:33][CH2:32]2)=[CH:24][CH:23]=1)=[O:21].[CH3:37][S:38](Cl)(=[O:40])=[O:39].C(N(CC)CC)C.S(Cl)(Cl)(=O)=O. The catalyst is C(#N)C. The product is [F:1][C:2]1[CH:7]=[C:6]([F:8])[CH:5]=[CH:4][C:3]=1[C:9]1[C:10]([C:20](=[O:21])[C:22]2[CH:27]=[CH:26][C:25]([O:28][CH2:29][CH2:30][N:31]3[CH2:36][CH2:35][CH2:34][CH2:33][CH2:32]3)=[CH:24][CH:23]=2)=[C:11]2[C:16](=[CH:17][CH:18]=1)[CH:15]=[C:14]([O:19][S:38]([CH3:37])(=[O:40])=[O:39])[CH:13]=[CH:12]2. The yield is 0.690. (3) The reactants are [O:1]=[C:2]1[C:8]2=[N:9][C:10]3[CH:15]=[CH:14][C:13]([C:16]([NH:18][C:19]4[CH:24]=[CH:23][CH:22]=[C:21]([C:25]5[N:26]=[CH:27][N:28](C(C6C=CC=CC=6)(C6C=CC=CC=6)C6C=CC=CC=6)[CH:29]=5)[CH:20]=4)=[O:17])=[CH:12][C:11]=3[N:7]2[CH2:6][CH2:5][CH2:4][NH:3]1.C(O)(C(F)(F)F)=O. The catalyst is C(Cl)Cl. The product is [NH:28]1[CH:29]=[C:25]([C:21]2[CH:20]=[C:19]([NH:18][C:16]([C:13]3[CH:14]=[CH:15][C:10]4[N:9]=[C:8]5[C:2](=[O:1])[NH:3][CH2:4][CH2:5][CH2:6][N:7]5[C:11]=4[CH:12]=3)=[O:17])[CH:24]=[CH:23][CH:22]=2)[N:26]=[CH:27]1. The yield is 0.800. (4) The reactants are [NH2:1][C:2]1[C:3]([CH3:13])=[C:4]([CH:9]=[C:10]([Br:12])[CH:11]=1)[C:5]([O:7][CH3:8])=[O:6].[CH3:14][C:15]([CH3:17])=O.C([BH3-])#N.[Na+].[NH4+].[Cl-]. The catalyst is [Cl-].[Zn+2].[Cl-].CO. The product is [Br:12][C:10]1[CH:11]=[C:2]([NH:1][CH:15]([CH3:17])[CH3:14])[C:3]([CH3:13])=[C:4]([CH:9]=1)[C:5]([O:7][CH3:8])=[O:6]. The yield is 0.384. (5) The reactants are [CH3:1][O:2][C:3]1[CH:4]=[C:5]2[C:10](=[CH:11][C:12]=1[O:13][CH2:14][CH:15]1[CH2:17][O:16]1)[N:9]=[CH:8][CH:7]=[C:6]2[O:18][C:19]1[C:20]([CH3:29])=[N:21][C:22]2[C:27]([CH:28]=1)=[CH:26][CH:25]=[CH:24][N:23]=2.FC(F)(F)C(O)=[O:33].[OH-].[Na+].O. The catalyst is C(Cl)Cl. The product is [CH3:1][O:2][C:3]1[CH:4]=[C:5]2[C:10](=[CH:11][C:12]=1[O:13][CH2:14][CH:15]([OH:16])[CH2:17][OH:33])[N:9]=[CH:8][CH:7]=[C:6]2[O:18][C:19]1[C:20]([CH3:29])=[N:21][C:22]2[C:27]([CH:28]=1)=[CH:26][CH:25]=[CH:24][N:23]=2. The yield is 0.560. (6) The reactants are [Br:1][C:2]1[CH:3]=[C:4]([CH:7]=[C:8]([N+:10]([O-:12])=[O:11])[CH:9]=1)[CH:5]=[O:6].C([O-])([O-])=O.[K+].[K+].[N+:19]([CH2:21]S(C1C=CC(C)=CC=1)(=O)=O)#[C-:20].CCOC(C)=O. The catalyst is COCCOC. The product is [Br:1][C:2]1[CH:3]=[C:4]([C:5]2[O:6][CH:21]=[N:19][CH:20]=2)[CH:7]=[C:8]([N+:10]([O-:12])=[O:11])[CH:9]=1. The yield is 0.650. (7) The reactants are [CH3:1][O:2][C:3]1[N:8]=[C:7]([NH2:9])[N:6]=[C:5]2[NH:10][N:11]=[CH:12][C:4]=12.C([O-])(=O)C.[Na+].[I:18]Cl.S(S([O-])=O)([O-])(=O)=O.[Na+].[Na+]. The catalyst is O. The product is [I:18][C:12]1[C:4]2[C:5](=[N:6][C:7]([NH2:9])=[N:8][C:3]=2[O:2][CH3:1])[NH:10][N:11]=1. The yield is 0.780.